From a dataset of Reaction yield outcomes from USPTO patents with 853,638 reactions. Predict the reaction yield, written as a fraction of the theoretical maximum amount of product (1.0 means a 100% yield; for example, 0.34 means a 34% yield). (1) The reactants are FC(F)(F)C(O)=O.FC(F)(F)C(O)=O.FC(F)(F)C(O)=O.[NH:22]1[CH2:25][CH:24]([C:26]2[C:27]([C:32]3[CH:41]=[CH:40][C:35]([C:36]([NH:38][CH3:39])=[O:37])=[C:34]([F:42])[CH:33]=3)=[N:28][CH:29]=[CH:30][N:31]=2)[CH2:23]1.Cl[C:44]1[N:53]=[CH:52][C:51]2[C:46](=[CH:47][C:48]([Cl:54])=[CH:49][CH:50]=2)[N:45]=1.C(=O)([O-])[O-].[K+].[K+]. The catalyst is C(O)CCC.O. The product is [Cl:54][C:48]1[CH:47]=[C:46]2[C:51]([CH:52]=[N:53][C:44]([N:22]3[CH2:23][CH:24]([C:26]4[C:27]([C:32]5[CH:41]=[CH:40][C:35]([C:36]([NH:38][CH3:39])=[O:37])=[C:34]([F:42])[CH:33]=5)=[N:28][CH:29]=[CH:30][N:31]=4)[CH2:25]3)=[N:45]2)=[CH:50][CH:49]=1. The yield is 0.920. (2) The reactants are FC1C([O:8][C:9]([C:11]2[CH:12]=[C:13]3[C:17](=[CH:18][CH:19]=2)[NH:16][C:15](=[O:20])[C:14]3=[N:21][NH:22][C:23]2[CH:28]=[CH:27][C:26]([S:29](=[O:32])(=[O:31])[NH2:30])=[CH:25][CH:24]=2)=O)=C(F)C(F)=C(F)C=1F.[CH3:37][NH:38][CH3:39].N1C=CC=CC=1. The catalyst is C(#N)C.C(O)C. The product is [CH3:37][N:38]([CH3:39])[C:9]([C:11]1[CH:12]=[C:13]2[C:17](=[CH:18][CH:19]=1)[NH:16][C:15](=[O:20])[C:14]2=[N:21][NH:22][C:23]1[CH:28]=[CH:27][C:26]([S:29](=[O:32])(=[O:31])[NH2:30])=[CH:25][CH:24]=1)=[O:8]. The yield is 0.530.